Dataset: Full USPTO retrosynthesis dataset with 1.9M reactions from patents (1976-2016). Task: Predict the reactants needed to synthesize the given product. (1) Given the product [O-:30][S:27]([C:26]([F:32])([F:31])[F:25])(=[O:29])=[O:28].[C:13]([IH+:6]([C:2]([CH3:5])([CH3:4])[CH3:3])[C:7]1[CH:12]=[CH:11][CH:10]=[CH:9][CH:8]=1)([CH3:16])([CH3:15])[CH3:14], predict the reactants needed to synthesize it. The reactants are: [Cl-].[C:2]([IH+:6]([C:13]([CH3:16])([CH3:15])[CH3:14])[C:7]1[CH:12]=[CH:11][CH:10]=[CH:9][CH:8]=1)([CH3:5])([CH3:4])[CH3:3].C([O-])([O-])(OCC)CC.[F:25][C:26]([F:32])([F:31])[S:27]([OH:30])(=[O:29])=[O:28].N. (2) Given the product [CH2:9]([N:11]1[C:13]2=[N:18][C:17](=[O:19])[N:16]([CH3:20])[C:15](=[O:21])[C:14]2=[N:22][C:1]([C:2]2[CH:7]=[CH:6][CH:5]=[CH:4][CH:3]=2)=[N:12]1)[CH3:10], predict the reactants needed to synthesize it. The reactants are: [CH:1](=O)[C:2]1[CH:7]=[CH:6][CH:5]=[CH:4][CH:3]=1.[CH2:9]([N:11]([C:13]1[NH:18][C:17](=[O:19])[N:16]([CH3:20])[C:15](=[O:21])[CH:14]=1)[NH2:12])[CH3:10].[N:22]([O-])=O.[Na+].